Dataset: Ames mutagenicity test results for genotoxicity prediction. Task: Regression/Classification. Given a drug SMILES string, predict its toxicity properties. Task type varies by dataset: regression for continuous values (e.g., LD50, hERG inhibition percentage) or binary classification for toxic/non-toxic outcomes (e.g., AMES mutagenicity, cardiotoxicity, hepatotoxicity). Dataset: ames. The drug is CNC(C)Cc1ccccc1. The result is 0 (non-mutagenic).